From a dataset of Forward reaction prediction with 1.9M reactions from USPTO patents (1976-2016). Predict the product of the given reaction. (1) Given the reactants [CH3:1][C:2]1[CH:7]=[C:6]([C:8]2[CH:13]=[CH:12][CH:11]=[C:10]([CH3:14])[N:9]=2)[CH:5]=[CH:4][C:3]=1[C:15]1[C:26](=[O:27])[NH:25][C:18]2[N:19]=[C:20](SC)[N:21]=[CH:22][C:17]=2[CH:16]=1.C1(C)C=CC(S(O[CH2:38][C@H:39]2[O:44][CH2:43][CH2:42][N:41](C(OC(C)(C)C)=O)[CH2:40]2)(=O)=O)=CC=1.[CH3:53][NH2:54], predict the reaction product. The product is: [CH3:1][C:2]1[CH:7]=[C:6]([C:8]2[CH:13]=[CH:12][CH:11]=[C:10]([CH3:14])[N:9]=2)[CH:5]=[CH:4][C:3]=1[C:15]1[C:26](=[O:27])[N:25]([CH2:38][C@H:39]2[O:44][CH2:43][CH2:42][NH:41][CH2:40]2)[C:18]2[N:19]=[C:20]([NH:54][CH3:53])[N:21]=[CH:22][C:17]=2[CH:16]=1. (2) Given the reactants C1(N[C:8]2[CH:9]=[C:10]3[C:16]([CH:17]=[O:18])=[CH:15][NH:14][C:11]3=[N:12][CH:13]=2)C=CC=CC=1.[Cl-].[Al+3].[Cl-].[Cl-].[C:23]1(NC2C=C3C=CNC3=NC=2)[CH:28]=[CH:27][CH:26]=[CH:25][CH:24]=1.ClC(Cl)OC, predict the reaction product. The product is: [C:23]1([C:8]2[CH:9]=[C:10]3[C:16]([CH:17]=[O:18])=[CH:15][NH:14][C:11]3=[N:12][CH:13]=2)[CH:28]=[CH:27][CH:26]=[CH:25][CH:24]=1.